From a dataset of Reaction yield outcomes from USPTO patents with 853,638 reactions. Predict the reaction yield, written as a fraction of the theoretical maximum amount of product (1.0 means a 100% yield; for example, 0.34 means a 34% yield). The reactants are [O:1]1[C:5]2[CH:6]=[CH:7][CH:8]=[CH:9][C:4]=2[CH:3]=[C:2]1[CH:10]=[O:11].[BH4-].[Na+]. The catalyst is CO. The product is [O:1]1[C:5]2[CH:6]=[CH:7][CH:8]=[CH:9][C:4]=2[CH:3]=[C:2]1[CH2:10][OH:11]. The yield is 1.00.